Dataset: Peptide-MHC class II binding affinity with 134,281 pairs from IEDB. Task: Regression. Given a peptide amino acid sequence and an MHC pseudo amino acid sequence, predict their binding affinity value. This is MHC class II binding data. (1) The peptide sequence is HTLWSNGVLESDMII. The MHC is DRB1_0802 with pseudo-sequence DRB1_0802. The binding affinity (normalized) is 0.238. (2) The peptide sequence is SPSLWEIEFVKQLASV. The MHC is DRB1_0101 with pseudo-sequence DRB1_0101. The binding affinity (normalized) is 0.570. (3) The peptide sequence is RSRPRRTTRRMDRRT. The MHC is DRB1_0404 with pseudo-sequence DRB1_0404. The binding affinity (normalized) is 0.384. (4) The peptide sequence is GFKAALAAAAGVQPADKYRT. The MHC is HLA-DQA10501-DQB10201 with pseudo-sequence HLA-DQA10501-DQB10201. The binding affinity (normalized) is 0.190. (5) The peptide sequence is TMLLGMLMICSAA. The MHC is DRB1_1602 with pseudo-sequence DRB1_1602. The binding affinity (normalized) is 0.208. (6) The peptide sequence is VMELYADVVPKTAEN. The MHC is HLA-DPA10301-DPB10402 with pseudo-sequence HLA-DPA10301-DPB10402. The binding affinity (normalized) is 0.376. (7) The peptide sequence is AVSGDDCVVRPIDDR. The MHC is DRB1_0404 with pseudo-sequence DRB1_0404. The binding affinity (normalized) is 0.402. (8) The peptide sequence is INEPTAAAIAYGQDR. The MHC is HLA-DQA10501-DQB10301 with pseudo-sequence HLA-DQA10501-DQB10301. The binding affinity (normalized) is 0.612. (9) The peptide sequence is MAFLRSVSCLAAAVF. The MHC is DRB1_0802 with pseudo-sequence DRB1_0802. The binding affinity (normalized) is 0.146. (10) The peptide sequence is QNSSFIIDGPNTPEC. The MHC is DRB1_0404 with pseudo-sequence DRB1_0404. The binding affinity (normalized) is 0.465.